Task: Predict the reaction yield, written as a fraction of the theoretical maximum amount of product (1.0 means a 100% yield; for example, 0.34 means a 34% yield).. Dataset: Reaction yield outcomes from USPTO patents with 853,638 reactions The catalyst is Cl. The product is [NH2:4][CH:5]1[CH2:14][C:13]2[C:8](=[CH:9][CH:10]=[CH:11][CH:12]=2)[NH:7][C:6]1=[O:15]. The reactants are C([NH:4][C:5]1(C(OCC)=O)[CH2:14][C:13]2[C:8](=[CH:9][CH:10]=[CH:11][CH:12]=2)[NH:7][C:6]1=[O:15])(=O)C. The yield is 0.720.